Dataset: Full USPTO retrosynthesis dataset with 1.9M reactions from patents (1976-2016). Task: Predict the reactants needed to synthesize the given product. (1) The reactants are: [CH3:1][O:2][C:3]1[CH:7]=[C:6]([C:8]([OH:10])=O)[N:5]([CH3:11])[N:4]=1.O1CCCC1.S(Cl)(Cl)=O.[NH2:21][C:22]1[CH:23]=[C:24]([CH:41]=[CH:42][C:43]=1[CH3:44])[O:25][C:26]1[CH:27]=[CH:28][C:29]2[N:30]([N:32]=[C:33]([NH:35][C:36]([CH:38]3[CH2:40][CH2:39]3)=[O:37])[N:34]=2)[CH:31]=1. Given the product [CH:38]1([C:36]([NH:35][C:33]2[N:34]=[C:29]3[CH:28]=[CH:27][C:26]([O:25][C:24]4[CH:41]=[CH:42][C:43]([CH3:44])=[C:22]([NH:21][C:8]([C:6]5[N:5]([CH3:11])[N:4]=[C:3]([O:2][CH3:1])[CH:7]=5)=[O:10])[CH:23]=4)=[CH:31][N:30]3[N:32]=2)=[O:37])[CH2:39][CH2:40]1, predict the reactants needed to synthesize it. (2) Given the product [Br:1][C:2]1[CH:7]=[CH:6][C:5]([OH:8])=[C:4]([C:28]2([OH:35])[C:29]3[C:34](=[CH:33][CH:32]=[CH:31][CH:30]=3)[N:26]([CH2:25][C:23]3[O:24][C:20]([C:19]([F:38])([F:37])[F:18])=[CH:21][CH:22]=3)[C:27]2=[O:36])[CH:3]=1, predict the reactants needed to synthesize it. The reactants are: [Br:1][C:2]1[CH:7]=[CH:6][C:5]([OH:8])=[CH:4][CH:3]=1.CC1C=C(O)C=CC=1C.[F:18][C:19]([F:38])([F:37])[C:20]1[O:24][C:23]([CH2:25][N:26]2[C:34]3[C:29](=[CH:30][CH:31]=[CH:32][CH:33]=3)[C:28](=[O:35])[C:27]2=[O:36])=[CH:22][CH:21]=1.C1(C(C2C=CC=CC=2)N2C3C(=CC=CC=3)C(=O)C2=O)C=CC=CC=1. (3) Given the product [C:9](/[C:8](=[C:11]1/[NH:12][C:13]2[CH:21]=[CH:20][CH:19]=[CH:18][C:14]=2[N:15]/1[CH2:16][CH3:17])/[C:6]1[C:5]([CH3:22])=[CH:4][N:3]=[C:2]([NH:1][C:31]([CH:27]2[CH2:28][CH2:29][CH2:30][N:25]([CH3:24])[CH2:26]2)=[O:32])[N:7]=1)#[N:10], predict the reactants needed to synthesize it. The reactants are: [NH2:1][C:2]1[N:7]=[C:6](/[C:8](=[C:11]2\[NH:12][C:13]3[CH:21]=[CH:20][CH:19]=[CH:18][C:14]=3[N:15]\2[CH2:16][CH3:17])/[C:9]#[N:10])[C:5]([CH3:22])=[CH:4][N:3]=1.Cl.[CH3:24][N:25]1[CH2:30][CH2:29][CH2:28][CH:27]([C:31](O)=[O:32])[CH2:26]1. (4) Given the product [CH:30]1([N:27]2[CH2:26][CH2:25][N:24]([CH2:23][C:18]3[N:19]([CH3:22])[C:20]4[C:16]([N:17]=3)=[C:15]([N:34]3[CH2:39][CH2:38][O:37][CH2:36][CH2:35]3)[N:14]=[C:13]([N:7]3[C:6]5[CH:8]=[CH:9][CH:10]=[CH:11][C:5]=5[N:4]=[C:3]3[CH2:1][CH3:2])[N:21]=4)[CH2:29][CH2:28]2)[CH2:33][CH2:32][CH2:31]1, predict the reactants needed to synthesize it. The reactants are: [CH2:1]([C:3]1[NH:4][C:5]2[CH:11]=[CH:10][CH:9]=[CH:8][C:6]=2[N:7]=1)[CH3:2].Cl[C:13]1[N:21]=[C:20]2[C:16]([N:17]=[C:18]([CH2:23][N:24]3[CH2:29][CH2:28][N:27]([CH:30]4[CH2:33][CH2:32][CH2:31]4)[CH2:26][CH2:25]3)[N:19]2[CH3:22])=[C:15]([N:34]2[CH2:39][CH2:38][O:37][CH2:36][CH2:35]2)[N:14]=1. (5) Given the product [N:3]1[CH:4]=[CH:5][CH:6]=[CH:7][C:2]=1[C:30]([C:26]1[CH:27]=[C:28]2[C:23](=[CH:24][CH:25]=1)[NH:22][C:21]([C:15]1[C:16]3[S:20][CH:19]=[CH:18][C:17]=3[NH:13][N:14]=1)=[CH:29]2)([OH:33])[CH2:31][CH3:32], predict the reactants needed to synthesize it. The reactants are: Br[C:2]1[CH:7]=[CH:6][CH:5]=[CH:4][N:3]=1.[Li]CCCC.[NH:13]1[C:17]2[CH:18]=[CH:19][S:20][C:16]=2[C:15]([C:21]2[NH:22][C:23]3[C:28]([CH:29]=2)=[CH:27][C:26]([C:30](=[O:33])[CH2:31][CH3:32])=[CH:25][CH:24]=3)=[N:14]1.CO.